From a dataset of Catalyst prediction with 721,799 reactions and 888 catalyst types from USPTO. Predict which catalyst facilitates the given reaction. (1) Reactant: [N:1]([C:4]1[CH:5]=[CH:6][C:7]([OH:13])=[C:8]([CH:12]=1)[C:9]([OH:11])=[O:10])=[N+:2]=[N-:3].C(N1C=CN=C1)(N1C=CN=C1)=O.O[C:27]1[CH:32]=[CH:31][C:30]([C:33]2[S:37][S:36][C:35](=[S:38])[CH:34]=2)=[CH:29][CH:28]=1.C([O-])(O)=O.[Na+]. Product: [N:1]([C:4]1[CH:5]=[CH:6][C:7]([OH:13])=[C:8]([CH:12]=1)[C:9]([O:11][C:27]1[CH:28]=[CH:29][C:30]([C:33]2[S:37][S:36][C:35](=[S:38])[CH:34]=2)=[CH:31][CH:32]=1)=[O:10])=[N+:2]=[N-:3]. The catalyst class is: 531. (2) Reactant: [ClH:1].[Br:2][CH2:3][C:4]1[O:12][C:11]2[CH:10]=[CH:9][N:8]=[CH:7][C:6]=2[CH:5]=1.[CH:13]1[CH:18]=[CH:17][C:16]([P:19]([C:26]2[CH:31]=[CH:30][CH:29]=[CH:28][CH:27]=2)[C:20]2[CH:25]=[CH:24][CH:23]=[CH:22][CH:21]=2)=[CH:15][CH:14]=1. Product: [ClH:1].[Br-:2].[O:12]1[C:11]2[CH:10]=[CH:9][N:8]=[CH:7][C:6]=2[CH:5]=[C:4]1[CH2:3][P+:19]([C:20]1[CH:21]=[CH:22][CH:23]=[CH:24][CH:25]=1)([C:26]1[CH:31]=[CH:30][CH:29]=[CH:28][CH:27]=1)[C:16]1[CH:15]=[CH:14][CH:13]=[CH:18][CH:17]=1. The catalyst class is: 242.